Dataset: Full USPTO retrosynthesis dataset with 1.9M reactions from patents (1976-2016). Task: Predict the reactants needed to synthesize the given product. (1) Given the product [NH:15]1[CH2:19][CH2:18][CH2:17][C@H:16]1[C:20]1[NH:21][C:22]([C:25]2[CH:26]=[N:27][C:28]([C:31]3[CH:36]=[CH:35][C:34]([C:37]4[NH:38][C:39]([C@@H:42]5[CH2:46][CH2:45][CH2:44][NH:43]5)=[N:40][CH:41]=4)=[CH:33][CH:32]=3)=[N:29][CH:30]=2)=[CH:23][N:24]=1, predict the reactants needed to synthesize it. The reactants are: C(O)(C(F)(F)F)=O.C(OC([N:15]1[CH2:19][CH2:18][CH2:17][C@H:16]1[C:20]1[N:21](COCC[Si](C)(C)C)[C:22]([C:25]2[CH:26]=[N:27][C:28]([C:31]3[CH:36]=[CH:35][C:34]([C:37]4[NH:38][C:39]([C@@H:42]5[CH2:46][CH2:45][CH2:44][N:43]5C(OC(C)(C)C)=O)=[N:40][CH:41]=4)=[CH:33][CH:32]=3)=[N:29][CH:30]=2)=[CH:23][N:24]=1)=O)(C)(C)C. (2) Given the product [CH3:13][C:11]1[O:10][C:9]([CH3:14])([CH3:15])[C:8]2=[C:3]([OH:2])[CH:4]=[CH:5][CH:6]=[C:7]2[N:12]=1, predict the reactants needed to synthesize it. The reactants are: C[O:2][C:3]1[C:8]2[C:9]([CH3:15])([CH3:14])[O:10][C:11]([CH3:13])=[N:12][C:7]=2[CH:6]=[CH:5][CH:4]=1.B(Br)(Br)Br. (3) Given the product [F:44][C:32]([F:31])([S:40]([O-:43])(=[O:42])=[O:41])[CH2:33][O:34][C:35](=[O:39])[C:36]([CH3:38])=[CH2:37].[CH3:2][O:3][CH2:4][CH2:5][O:6][CH2:7][CH2:8][O:9][C:10]1[C:11]([CH3:30])=[CH:12][C:13]([S+:17]2[C:18]3[CH:29]=[CH:28][CH:27]=[CH:26][C:19]=3[C:20]3[CH:25]=[CH:24][CH:23]=[CH:22][C:21]2=3)=[CH:14][C:15]=1[CH3:16], predict the reactants needed to synthesize it. The reactants are: [I-].[CH3:2][O:3][CH2:4][CH2:5][O:6][CH2:7][CH2:8][O:9][C:10]1[C:15]([CH3:16])=[CH:14][C:13]([S+:17]2[C:21]3[CH:22]=[CH:23][CH:24]=[CH:25][C:20]=3[C:19]3[CH:26]=[CH:27][CH:28]=[CH:29][C:18]2=3)=[CH:12][C:11]=1[CH3:30].[F:31][C:32]([F:44])([S:40]([O-:43])(=[O:42])=[O:41])[CH2:33][O:34][C:35](=[O:39])[C:36]([CH3:38])=[CH2:37].C([NH+](CC)CC)C.O.